Dataset: Full USPTO retrosynthesis dataset with 1.9M reactions from patents (1976-2016). Task: Predict the reactants needed to synthesize the given product. (1) Given the product [CH3:1][C@H:2]1[C@@H:7]([N:8]([C:10]2[N:18]=[CH:17][N:16]=[C:15]3[C:11]=2[CH:12]=[CH:13][NH:14]3)[CH3:9])[CH2:6][N:5]([C:19]([CH2:21][C:22]#[N:23])=[O:20])[CH2:4][CH2:3]1.[CH2:33]([C:28]([OH:29])([C:30]([OH:32])=[O:31])[CH2:27][C:26]([OH:38])=[O:37])[C:34]([OH:36])=[O:35], predict the reactants needed to synthesize it. The reactants are: [CH3:1][C@H:2]1[C@@H:7]([N:8]([C:10]2[N:18]=[CH:17][N:16]=[C:15]3[C:11]=2[CH:12]=[CH:13][NH:14]3)[CH3:9])[CH2:6][N:5]([C:19]([CH2:21][C:22]#[N:23])=[O:20])[CH2:4][CH2:3]1.Cl.O.[C:26]([OH:38])(=[O:37])[CH2:27][C:28]([CH2:33][C:34]([OH:36])=[O:35])([C:30]([OH:32])=[O:31])[OH:29].C(=O)([O-])[O-].[K+].[K+]. (2) Given the product [CH2:15]([O:14][C:12](=[O:13])[CH2:11][NH:6][C:5]1[CH:7]=[CH:8][CH:9]=[C:3]([O:2][CH3:1])[CH:4]=1)[CH3:16], predict the reactants needed to synthesize it. The reactants are: [CH3:1][O:2][C:3]1[CH:4]=[C:5]([CH:7]=[CH:8][CH:9]=1)[NH2:6].Br[CH2:11][C:12]([O:14][CH2:15][CH3:16])=[O:13].C(N(CC)CC)C. (3) Given the product [CH2:1]([O:8][C:9]1[N:14]=[C:13]([O:15][C@H:16]2[CH2:20][N:19]([C:21]([O:23][C:24]([CH3:26])([CH3:27])[CH3:25])=[O:22])[C@H:18]([C:28]([O:30][CH3:33])=[O:29])[CH2:17]2)[CH:12]=[CH:11][CH:10]=1)[C:2]1[CH:3]=[CH:4][CH:5]=[CH:6][CH:7]=1, predict the reactants needed to synthesize it. The reactants are: [CH2:1]([O:8][C:9]1[N:14]=[C:13]([O:15][C@H:16]2[CH2:20][N:19]([C:21]([O:23][C:24]([CH3:27])([CH3:26])[CH3:25])=[O:22])[C@H:18]([C:28]([OH:30])=[O:29])[CH2:17]2)[CH:12]=[CH:11][CH:10]=1)[C:2]1[CH:7]=[CH:6][CH:5]=[CH:4][CH:3]=1.CO.[CH3:33][Si](C=[N+]=[N-])(C)C.C(OCC)C.